Dataset: Experimental lipophilicity measurements (octanol/water distribution) for 4,200 compounds from AstraZeneca. Task: Regression/Classification. Given a drug SMILES string, predict its absorption, distribution, metabolism, or excretion properties. Task type varies by dataset: regression for continuous measurements (e.g., permeability, clearance, half-life) or binary classification for categorical outcomes (e.g., BBB penetration, CYP inhibition). For this dataset (lipophilicity_astrazeneca), we predict Y. The drug is Cc1cc(NC(=O)Nc2ccc(Cl)cc2)n(C)n1. The Y is 2.96 logD.